This data is from Catalyst prediction with 721,799 reactions and 888 catalyst types from USPTO. The task is: Predict which catalyst facilitates the given reaction. (1) Reactant: [Si:1]([O:18][CH2:19][C:20]1[C:21]([O:27][CH3:28])=[N:22][C:23](Cl)=[N:24][CH:25]=1)([C:14]([CH3:17])([CH3:16])[CH3:15])([C:8]1[CH:13]=[CH:12][CH:11]=[CH:10][CH:9]=1)[C:2]1[CH:7]=[CH:6][CH:5]=[CH:4][CH:3]=1.[CH3:29][C:30]1(C)C(C)(C)OB(C=C)O1.C(=O)([O-])[O-].[K+].[K+]. Product: [Si:1]([O:18][CH2:19][C:20]1[C:21]([O:27][CH3:28])=[N:22][C:23]([CH:29]=[CH2:30])=[N:24][CH:25]=1)([C:14]([CH3:17])([CH3:16])[CH3:15])([C:8]1[CH:13]=[CH:12][CH:11]=[CH:10][CH:9]=1)[C:2]1[CH:7]=[CH:6][CH:5]=[CH:4][CH:3]=1. The catalyst class is: 38. (2) Product: [NH2:1][C:2]1[C:10]2[C:5](=[N:6][C:7]([O:13][S:14]([C:17]([F:19])([F:18])[F:20])(=[O:16])=[O:15])=[CH:8][C:9]=2[S:11]([CH3:12])=[O:25])[S:4][C:3]=1[C:21](=[O:23])[NH2:22]. The catalyst class is: 24. Reactant: [NH2:1][C:2]1[C:10]2[C:5](=[N:6][C:7]([O:13][S:14]([C:17]([F:20])([F:19])[F:18])(=[O:16])=[O:15])=[CH:8][C:9]=2[S:11][CH3:12])[S:4][C:3]=1[C:21](=[O:23])[NH2:22].S([O-])(O[O-])(=O)=[O:25].[K+].[K+]. (3) Reactant: C[O:2][C:3]([C:5]1[C:29]([F:30])=[CH:28][C:8]2[N:9]([CH:13]3[CH2:19][CH:18]4[N:20]([CH2:21][C:22]5[CH:27]=[CH:26][CH:25]=[CH:24][CH:23]=5)[CH:15]([CH2:16][CH2:17]4)[CH2:14]3)[C:10](=[O:12])[NH:11][C:7]=2[CH:6]=1)=[O:4].O.[OH-].[Li+].O. Product: [CH2:21]([N:20]1[CH:18]2[CH2:17][CH2:16][CH:15]1[CH2:14][CH:13]([N:9]1[C:8]3[CH:28]=[C:29]([F:30])[C:5]([C:3]([OH:4])=[O:2])=[CH:6][C:7]=3[NH:11][C:10]1=[O:12])[CH2:19]2)[C:22]1[CH:27]=[CH:26][CH:25]=[CH:24][CH:23]=1. The catalyst class is: 100. (4) Reactant: [CH3:1][N:2]1[CH2:6][CH2:5][CH:4]([N:7]2[CH:11]=[C:10]([N+:12]([O-])=O)[CH:9]=[N:8]2)[CH2:3]1. Product: [CH3:1][N:2]1[CH2:6][CH2:5][CH:4]([N:7]2[CH:11]=[C:10]([NH2:12])[CH:9]=[N:8]2)[CH2:3]1. The catalyst class is: 94. (5) Reactant: [Cl:1][C:2]1[CH:7]=[CH:6][C:5]([CH:8](O)[CH:9]([CH3:11])[CH3:10])=[C:4]([C:13]([F:16])([F:15])[F:14])[CH:3]=1.O.C1(C)C=CC(S(O)(=O)=O)=CC=1.O. Product: [Cl:1][C:2]1[CH:7]=[CH:6][C:5]([CH:8]=[C:9]([CH3:11])[CH3:10])=[C:4]([C:13]([F:14])([F:15])[F:16])[CH:3]=1. The catalyst class is: 11.